Dataset: Experimental lipophilicity measurements (octanol/water distribution) for 4,200 compounds from AstraZeneca. Task: Regression/Classification. Given a drug SMILES string, predict its absorption, distribution, metabolism, or excretion properties. Task type varies by dataset: regression for continuous measurements (e.g., permeability, clearance, half-life) or binary classification for categorical outcomes (e.g., BBB penetration, CYP inhibition). For this dataset (lipophilicity_astrazeneca), we predict Y. (1) The drug is Cc1cccc(NS(=O)(=O)c2cccc3nonc23)c1. The Y is 3.00 logD. (2) The Y is 2.36 logD. The compound is Cc1ncc(-c2nc(Nc3ccc(C(=O)N4CC[C@@H](N(C)C)C4)cc3)ncc2F)n1C(C)C. (3) The Y is 3.21 logD. The compound is CCN(C(=O)Cc1ccc(S(C)(=O)=O)cc1)C1CCN(CCC(c2ccc(F)cc2)c2ccc(F)cc2)CC1. (4) The molecule is C[C@H](NC1=NC(=O)C(C)(C(F)(F)F)S1)c1ccccc1F. The Y is 3.10 logD. (5) The drug is CC12NC(Cc3ccccc31)c1ccccc12. The Y is 1.70 logD. (6) The drug is Cn1c(N)nc(CCc2cccc(-c3ccccc3)c2)cc1=O. The Y is 3.80 logD.